Dataset: Full USPTO retrosynthesis dataset with 1.9M reactions from patents (1976-2016). Task: Predict the reactants needed to synthesize the given product. Given the product [N+:12]([C:3]1[CH:4]=[N:5][C:6]2[C:11]([C:2]=1[NH:16][CH2:17][CH2:18][CH2:19][CH2:20][CH2:21][CH2:22][CH2:23][CH2:24][CH2:25][CH2:26][CH2:27][C:28]([O:30][CH2:31][CH3:32])=[O:29])=[CH:10][CH:9]=[CH:8][CH:7]=2)([O-:14])=[O:13], predict the reactants needed to synthesize it. The reactants are: Cl[C:2]1[C:11]2[C:6](=[CH:7][CH:8]=[CH:9][CH:10]=2)[N:5]=[CH:4][C:3]=1[N+:12]([O-:14])=[O:13].Cl.[NH2:16][CH2:17][CH2:18][CH2:19][CH2:20][CH2:21][CH2:22][CH2:23][CH2:24][CH2:25][CH2:26][CH2:27][C:28]([O:30][CH2:31][CH3:32])=[O:29].C(=O)([O-])[O-].[K+].[K+].C(N(CC)CC)C.